This data is from Full USPTO retrosynthesis dataset with 1.9M reactions from patents (1976-2016). The task is: Predict the reactants needed to synthesize the given product. Given the product [CH:21]([N:7]1[C@@H:5]([CH3:6])[C:4](=[O:3])[NH:18][C:17]2[CH:16]=[C:11]([C:12]([O:14][CH3:15])=[O:13])[CH:10]=[N:9][C:8]1=2)([CH3:23])[CH3:22], predict the reactants needed to synthesize it. The reactants are: C([O:3][C:4](=O)[C@@H:5]([N:7]([CH:21]([CH3:23])[CH3:22])[C:8]1[C:17]([N+:18]([O-])=O)=[CH:16][C:11]([C:12]([O:14][CH3:15])=[O:13])=[CH:10][N:9]=1)[CH3:6])C.P(OC1C=CC=CC=1)(OC1C=CC=CC=1)OC1C=CC=CC=1.